Task: Binary Classification. Given a drug SMILES string, predict its activity (active/inactive) in a high-throughput screening assay against a specified biological target.. Dataset: Cav3 T-type calcium channel HTS with 100,875 compounds (1) The drug is O1CCn2c3c(nc2C1)cc(NC(=O)C1CCCCC1)cc3. The result is 0 (inactive). (2) The molecule is O(CC(=N/O)/c1ccc(cc1)C)c1c(O)cccc1. The result is 0 (inactive). (3) The molecule is O1CCN(CC1)c1nc(NCC(C)C)nc(Oc2nn(c3ccccc3)c(=O)cc2)n1. The result is 0 (inactive).